Predict the reactants needed to synthesize the given product. From a dataset of Full USPTO retrosynthesis dataset with 1.9M reactions from patents (1976-2016). Given the product [CH3:42][N:41]([CH3:43])[C:28](=[O:30])[C:27]([N:24]1[CH2:25][CH2:26][C:13]2([C:12]3=[N:11][C:10]([C:8]([NH:7][CH2:6][C:5]4[CH:33]=[CH:34][C:2]([F:1])=[CH:3][C:4]=4[N:35]4[C:39]([CH3:40])=[N:38][CH:37]=[N:36]4)=[O:9])=[C:19]([OH:20])[C:18](=[O:21])[N:17]3[CH2:16][CH2:15][O:14]2)[CH2:22][CH2:23]1)=[O:32], predict the reactants needed to synthesize it. The reactants are: [F:1][C:2]1[CH:34]=[CH:33][C:5]([CH2:6][NH:7][C:8]([C:10]2[N:11]=[C:12]3[N:17]([C:18](=[O:21])[C:19]=2[OH:20])[CH2:16][CH2:15][O:14][C:13]23[CH2:26][CH2:25][N:24]([C:27](=[O:32])[C:28]([O:30]C)=O)[CH2:23][CH2:22]2)=[O:9])=[C:4]([N:35]2[C:39]([CH3:40])=[N:38][CH:37]=[N:36]2)[CH:3]=1.[NH:41]([CH3:43])[CH3:42].